Dataset: Forward reaction prediction with 1.9M reactions from USPTO patents (1976-2016). Task: Predict the product of the given reaction. (1) Given the reactants [OH:1][C:2]1[CH:7]=[CH:6][C:5]([CH2:8][CH2:9][NH:10][C:11]2[N:16]=[C:15]([C:17]3[CH:18]=[C:19]([CH:23]=[CH:24][CH:25]=3)[C:20]([OH:22])=O)[CH:14]=[CH:13][N:12]=2)=[CH:4][CH:3]=1.C(OC([N:33]1[CH2:38][CH2:37][CH2:36][CH2:35][CH:34]1[CH2:39][NH2:40])=O)(C)(C)C.C(Cl)CCl, predict the reaction product. The product is: [OH:1][C:2]1[CH:7]=[CH:6][C:5]([CH2:8][CH2:9][NH:10][C:11]2[N:16]=[C:15]([C:17]3[CH:18]=[C:19]([CH:23]=[CH:24][CH:25]=3)[C:20]([NH:40][CH2:39][CH:34]3[CH2:35][CH2:36][CH2:37][CH2:38][NH:33]3)=[O:22])[CH:14]=[CH:13][N:12]=2)=[CH:4][CH:3]=1. (2) Given the reactants [NH2:1][C:2]1[C:15]([O:16][CH3:17])=[CH:14][C:13]2[C@:12]34[CH2:18][CH2:19][N:20]([C:21]([O:23][CH2:24][C:25]5[CH:30]=[CH:29][CH:28]=[CH:27][CH:26]=5)=[O:22])[C@@H:6]([C@@H:7]3[CH2:8][CH2:9][CH2:10][CH2:11]4)[CH2:5][C:4]=2[CH:3]=1.C([O-])(O)=O.[Na+].Cl[CH2:37][CH2:38][O:39][CH2:40][CH2:41]Cl.O, predict the reaction product. The product is: [CH3:17][O:16][C:15]1[C:2]([N:1]2[CH2:41][CH2:40][O:39][CH2:38][CH2:37]2)=[CH:3][C:4]2[CH2:5][C@H:6]3[N:20]([C:21]([O:23][CH2:24][C:25]4[CH:26]=[CH:27][CH:28]=[CH:29][CH:30]=4)=[O:22])[CH2:19][CH2:18][C@@:12]4([C:13]=2[CH:14]=1)[C@H:7]3[CH2:8][CH2:9][CH2:10][CH2:11]4. (3) Given the reactants Cl.[CH2:2]([C:4]1[N:8]=[C:7]([CH2:9][N:10]2[C:15]3[CH:16]=[C:17]([C:19]4[CH:24]=[CH:23][CH:22]=[CH:21][C:20]=4[F:25])[S:18][C:14]=3[C:13](=[O:26])[N:12]([CH:27]3[CH2:32][CH2:31][NH:30][CH2:29][CH2:28]3)[C:11]2=[O:33])[O:6][N:5]=1)[CH3:3].[CH2:34]([O:36][C:37]1[C:46]([O:47][CH3:48])=[CH:45][C:44]2[C:43]([C:49]3[CH:57]=[CH:56][C:52]([C:53](O)=[O:54])=[CH:51][CH:50]=3)=[N:42][C@@H:41]3[CH2:58][CH2:59][S:60][CH2:61][C@@H:40]3[C:39]=2[CH:38]=1)[CH3:35].CN(C(ON1N=NC2C=CC=CC1=2)=[N+](C)C)C.F[P-](F)(F)(F)(F)F.CCN(C(C)C)C(C)C, predict the reaction product. The product is: [CH2:34]([O:36][C:37]1[C:46]([O:47][CH3:48])=[CH:45][C:44]2[C:43]([C:49]3[CH:50]=[CH:51][C:52]([C:53]([N:30]4[CH2:31][CH2:32][CH:27]([N:12]5[C:13](=[O:26])[C:14]6[S:18][C:17]([C:19]7[CH:24]=[CH:23][CH:22]=[CH:21][C:20]=7[F:25])=[CH:16][C:15]=6[N:10]([CH2:9][C:7]6[O:6][N:5]=[C:4]([CH2:2][CH3:3])[N:8]=6)[C:11]5=[O:33])[CH2:28][CH2:29]4)=[O:54])=[CH:56][CH:57]=3)=[N:42][C@@H:41]3[CH2:58][CH2:59][S:60][CH2:61][C@@H:40]3[C:39]=2[CH:38]=1)[CH3:35]. (4) The product is: [CH3:1][S:2]([C:5]1[CH:10]=[CH:9][C:8]([NH:11][C:12]2[C:17]([N+:18]([O-:20])=[O:19])=[C:16]([O:21][CH:22]3[CH2:27][CH2:26][N:25]([CH2:29][C:30]4[CH:31]=[N:32][CH:33]=[CH:34][CH:35]=4)[CH2:24][CH2:23]3)[N:15]=[CH:14][N:13]=2)=[CH:7][CH:6]=1)(=[O:4])=[O:3]. Given the reactants [CH3:1][S:2]([C:5]1[CH:10]=[CH:9][C:8]([NH:11][C:12]2[C:17]([N+:18]([O-:20])=[O:19])=[C:16]([O:21][CH:22]3[CH2:27][CH2:26][NH:25][CH2:24][CH2:23]3)[N:15]=[CH:14][N:13]=2)=[CH:7][CH:6]=1)(=[O:4])=[O:3].Cl[CH2:29][C:30]1[CH:31]=[N:32][CH:33]=[CH:34][CH:35]=1.C(N(CC)CC)C, predict the reaction product. (5) The product is: [C:1]([O:9][C@@H:30]([CH3:29])[CH2:31][C@H:32]([OH:34])[CH3:33])(=[O:8])[C:2]1[CH:7]=[CH:6][CH:5]=[CH:4][CH:3]=1. Given the reactants [C:1]([OH:9])(=[O:8])[C:2]1[CH:7]=[CH:6][CH:5]=[CH:4][CH:3]=1.C1(P(C2C=CC=CC=2)C2C=CC=CC=2)C=CC=CC=1.[CH3:29][C@@H:30](O)[CH2:31][C@H:32]([OH:34])[CH3:33].C(OC(N=NC(OC(C)C)=O)=O)(C)C.C1(C)C=CC=CC=1, predict the reaction product. (6) Given the reactants [NH2:1][C:2]1[C:7]([C:8]2[N:33]([C:34]3[CH:39]=[CH:38][C:37]([C:40]4([NH:44]C(=O)OC(C)(C)C)[CH2:43][CH2:42][CH2:41]4)=[CH:36][CH:35]=3)[C:11]3=[N:12][C:13]([C:16]4[CH:21]=[CH:20][CH:19]=[C:18]([N:22]5[CH2:27][CH2:26][O:25][CH:24]([C:28](=[O:32])[N:29]([CH3:31])[CH3:30])[CH2:23]5)[CH:17]=4)=[CH:14][CH:15]=[C:10]3[N:9]=2)=[CH:6][CH:5]=[CH:4][N:3]=1.[ClH:52].O1CCOCC1, predict the reaction product. The product is: [ClH:52].[ClH:52].[ClH:52].[NH2:44][C:40]1([C:37]2[CH:36]=[CH:35][C:34]([N:33]3[C:11]4=[N:12][C:13]([C:16]5[CH:17]=[C:18]([N:22]6[CH2:27][CH2:26][O:25][CH:24]([C:28]([N:29]([CH3:31])[CH3:30])=[O:32])[CH2:23]6)[CH:19]=[CH:20][CH:21]=5)=[CH:14][CH:15]=[C:10]4[N:9]=[C:8]3[C:7]3[C:2]([NH2:1])=[N:3][CH:4]=[CH:5][CH:6]=3)=[CH:39][CH:38]=2)[CH2:41][CH2:42][CH2:43]1.